From a dataset of Forward reaction prediction with 1.9M reactions from USPTO patents (1976-2016). Predict the product of the given reaction. (1) Given the reactants [CH3:1][O:2][C:3](=[O:39])[C@@H:4]([NH:20][C:21]([C:23]1[CH:28]=[CH:27][C:26]([C:29]2[CH:34]=[CH:33][C:32]([C:35]([F:38])([F:37])[F:36])=[CH:31][CH:30]=2)=[CH:25][CH:24]=1)=[O:22])[CH2:5][NH:6][CH2:7][C:8]1[CH:13]=[CH:12][C:11]([C:14]2[CH:19]=[CH:18][CH:17]=[CH:16][CH:15]=2)=[CH:10][CH:9]=1.[O:40]1[CH:44]=[CH:43][CH:42]=[C:41]1[CH:45]=O.C(O[BH-](OC(=O)C)OC(=O)C)(=O)C.[Na+], predict the reaction product. The product is: [CH3:1][O:2][C:3](=[O:39])[C@@H:4]([NH:20][C:21]([C:23]1[CH:28]=[CH:27][C:26]([C:29]2[CH:30]=[CH:31][C:32]([C:35]([F:37])([F:36])[F:38])=[CH:33][CH:34]=2)=[CH:25][CH:24]=1)=[O:22])[CH2:5][N:6]([CH2:7][C:8]1[CH:9]=[CH:10][C:11]([C:14]2[CH:19]=[CH:18][CH:17]=[CH:16][CH:15]=2)=[CH:12][CH:13]=1)[CH2:45][C:41]1[O:40][CH:44]=[CH:43][CH:42]=1. (2) Given the reactants F[C:2]1[CH:3]=[C:4]([C:11]2[CH:16]=[CH:15][CH:14]=[C:13]([C:17]([F:20])([F:19])[F:18])[CH:12]=2)[CH:5]=[CH:6][C:7]=1[N+:8]([O-:10])=[O:9].[CH3:21][NH2:22], predict the reaction product. The product is: [CH3:21][NH:22][C:2]1[CH:3]=[C:4]([C:11]2[CH:16]=[CH:15][CH:14]=[C:13]([C:17]([F:20])([F:19])[F:18])[CH:12]=2)[CH:5]=[CH:6][C:7]=1[N+:8]([O-:10])=[O:9]. (3) Given the reactants C(OC([N:8]1[CH2:13][CH2:12][N:11]([C:14]2[C:19]([Cl:20])=[N:18][CH:17]=[C:16]([O:21][CH2:22][C:23]3[CH:28]=[CH:27][CH:26]=[C:25]([Cl:29])[CH:24]=3)[N:15]=2)[CH2:10][CH2:9]1)=O)(C)(C)C.Cl.CCOCC, predict the reaction product. The product is: [ClH:20].[Cl:20][C:19]1[C:14]([N:11]2[CH2:12][CH2:13][NH:8][CH2:9][CH2:10]2)=[N:15][C:16]([O:21][CH2:22][C:23]2[CH:28]=[CH:27][CH:26]=[C:25]([Cl:29])[CH:24]=2)=[CH:17][N:18]=1. (4) The product is: [Cl:11][C:7]1[CH:6]=[C:5]2[C:4](=[C:9]([I:10])[CH:8]=1)[C:3](=[O:14])[N:21]([CH2:20][C:19]1[CH:22]=[CH:23][C:16]([Cl:15])=[CH:17][CH:18]=1)[CH2:12]2. Given the reactants CO[C:3](=[O:14])[C:4]1[C:9]([I:10])=[CH:8][C:7]([Cl:11])=[CH:6][C:5]=1[CH2:12]Br.[Cl:15][C:16]1[CH:23]=[CH:22][C:19]([CH2:20][NH2:21])=[CH:18][CH:17]=1.C([O-])([O-])=O.[K+].[K+].C(OCC)(=O)C, predict the reaction product. (5) Given the reactants [C:1]([C:5]1[CH:28]=[C:27]([Cl:29])[CH:26]=[CH:25][C:6]=1[O:7][CH2:8][CH2:9][N:10]([CH3:24])[C:11](=[O:23])[NH:12][C:13]1[CH:22]=[CH:21][CH:20]=[CH:19][C:14]=1[C:15]([O:17]C)=[O:16])([CH3:4])([CH3:3])[CH3:2].O[Li].O.Cl, predict the reaction product. The product is: [C:1]([C:5]1[CH:28]=[C:27]([Cl:29])[CH:26]=[CH:25][C:6]=1[O:7][CH2:8][CH2:9][N:10]([CH3:24])[C:11](=[O:23])[NH:12][C:13]1[CH:22]=[CH:21][CH:20]=[CH:19][C:14]=1[C:15]([OH:17])=[O:16])([CH3:4])([CH3:2])[CH3:3]. (6) Given the reactants C(OC([N:8]1[CH2:14][CH2:13][C:12]2[C:15]([S:20][C:21](=O)N(C)C)=[C:16]([Cl:19])[CH:17]=[CH:18][C:11]=2[CH2:10][CH2:9]1)=O)(C)(C)C.[O:26]1[CH2:30]C[C@H:28](OS(C2C=CC(C)=CC=2)(=O)=O)[CH2:27]1, predict the reaction product. The product is: [ClH:19].[Cl:19][C:16]1[CH:17]=[CH:18][C:11]2[CH2:10][CH2:9][NH:8][CH2:14][CH2:13][C:12]=2[C:15]=1[S:20][CH:21]1[CH2:28][CH2:27][O:26][CH2:30]1. (7) The product is: [C:23]([C:14]1[C:15]([C:17]2[CH:18]=[CH:19][CH:20]=[CH:21][CH:22]=2)=[CH:16][N:12]([C:7]2[CH:6]=[C:5]([C:10]([OH:11])=[CH:9][N:8]=2)[C:4]([OH:25])=[O:3])[CH:13]=1)#[N:24]. Given the reactants C([O:3][C:4](=[O:25])[C:5]1[C:10]([OH:11])=[CH:9][N:8]=[C:7]([N:12]2[CH:16]=[C:15]([C:17]3[CH:22]=[CH:21][CH:20]=[CH:19][CH:18]=3)[C:14]([C:23]#[N:24])=[CH:13]2)[CH:6]=1)C.O1CCCC1.C(O)C.[OH-].[Li+], predict the reaction product.